Task: Binary Classification. Given a drug SMILES string, predict its activity (active/inactive) in a high-throughput screening assay against a specified biological target.. Dataset: Choline transporter screen with 302,306 compounds The molecule is Clc1ccc(C2(CCCC2)C(=O)N2CCOCC2)cc1. The result is 0 (inactive).